Dataset: NCI-60 drug combinations with 297,098 pairs across 59 cell lines. Task: Regression. Given two drug SMILES strings and cell line genomic features, predict the synergy score measuring deviation from expected non-interaction effect. (1) Drug 1: C1CCN(CC1)CCOC2=CC=C(C=C2)C(=O)C3=C(SC4=C3C=CC(=C4)O)C5=CC=C(C=C5)O. Drug 2: CN1C2=C(C=C(C=C2)N(CCCl)CCCl)N=C1CCCC(=O)O.Cl. Cell line: NCI-H460. Synergy scores: CSS=1.57, Synergy_ZIP=2.30, Synergy_Bliss=4.64, Synergy_Loewe=3.75, Synergy_HSA=1.62. (2) Drug 1: C1=CC(=CC=C1C#N)C(C2=CC=C(C=C2)C#N)N3C=NC=N3. Drug 2: CC1=C(C(=CC=C1)Cl)NC(=O)C2=CN=C(S2)NC3=CC(=NC(=N3)C)N4CCN(CC4)CCO. Cell line: OVCAR-5. Synergy scores: CSS=1.49, Synergy_ZIP=0.625, Synergy_Bliss=2.96, Synergy_Loewe=-6.00, Synergy_HSA=-5.02. (3) Drug 1: CN(C)N=NC1=C(NC=N1)C(=O)N. Drug 2: C1CC(=O)NC(=O)C1N2C(=O)C3=CC=CC=C3C2=O. Cell line: SF-295. Synergy scores: CSS=23.7, Synergy_ZIP=17.0, Synergy_Bliss=18.6, Synergy_Loewe=18.6, Synergy_HSA=18.9. (4) Drug 1: C(=O)(N)NO. Drug 2: C1CN(CCN1C(=O)CCBr)C(=O)CCBr. Cell line: UO-31. Synergy scores: CSS=17.8, Synergy_ZIP=-6.70, Synergy_Bliss=-2.16, Synergy_Loewe=-0.0225, Synergy_HSA=1.14. (5) Drug 1: CC1CCC2CC(C(=CC=CC=CC(CC(C(=O)C(C(C(=CC(C(=O)CC(OC(=O)C3CCCCN3C(=O)C(=O)C1(O2)O)C(C)CC4CCC(C(C4)OC)O)C)C)O)OC)C)C)C)OC. Drug 2: CC1=C2C(C(=O)C3(C(CC4C(C3C(C(C2(C)C)(CC1OC(=O)C(C(C5=CC=CC=C5)NC(=O)C6=CC=CC=C6)O)O)OC(=O)C7=CC=CC=C7)(CO4)OC(=O)C)O)C)OC(=O)C. Cell line: PC-3. Synergy scores: CSS=1.49, Synergy_ZIP=4.66, Synergy_Bliss=4.14, Synergy_Loewe=3.63, Synergy_HSA=4.56. (6) Cell line: BT-549. Drug 2: C1C(C(OC1N2C=NC(=NC2=O)N)CO)O. Drug 1: CC1=CC2C(CCC3(C2CCC3(C(=O)C)OC(=O)C)C)C4(C1=CC(=O)CC4)C. Synergy scores: CSS=15.1, Synergy_ZIP=1.67, Synergy_Bliss=3.75, Synergy_Loewe=-19.2, Synergy_HSA=1.61.